Dataset: Reaction yield outcomes from USPTO patents with 853,638 reactions. Task: Predict the reaction yield, written as a fraction of the theoretical maximum amount of product (1.0 means a 100% yield; for example, 0.34 means a 34% yield). (1) The reactants are [NH2:1][CH2:2][CH2:3][NH:4][C:5](=[O:11])[O:6][C:7]([CH3:10])([CH3:9])[CH3:8].Cl[C:13]1[C:18]([N+:19]([O-:21])=[O:20])=[CH:17][CH:16]=[CH:15][C:14]=1[N+:22]([O-:24])=[O:23].C(N(CC)CC)C. The catalyst is O1CCCC1.C(OCC)(=O)C. The product is [N+:19]([C:18]1[CH:17]=[CH:16][CH:15]=[C:14]([N+:22]([O-:24])=[O:23])[C:13]=1[NH:1][CH2:2][CH2:3][NH:4][C:5](=[O:11])[O:6][C:7]([CH3:8])([CH3:10])[CH3:9])([O-:21])=[O:20]. The yield is 0.996. (2) The reactants are N1C(C)=CC=CC=1C.I([O-])(=O)(=O)=O.[Na+].[F:15][C:16]1[CH:21]=[C:20]([I:22])[CH:19]=[CH:18][C:17]=1[NH:23][C:24]1[C:25]([NH:35][S:36]([C:39]2([CH2:42][CH:43]=C)[CH2:41][CH2:40]2)(=[O:38])=[O:37])=[C:26]2[O:34][CH2:33][CH2:32][N:27]2[C:28](=[O:31])[C:29]=1[CH3:30].C[OH:46]. The catalyst is O1CCOCC1.O.C(Cl)Cl.[Os](=O)(=O)(=O)=O. The product is [F:15][C:16]1[CH:21]=[C:20]([I:22])[CH:19]=[CH:18][C:17]=1[NH:23][C:24]1[C:25]([NH:35][S:36]([C:39]2([CH2:42][CH:43]=[O:46])[CH2:40][CH2:41]2)(=[O:37])=[O:38])=[C:26]2[O:34][CH2:33][CH2:32][N:27]2[C:28](=[O:31])[C:29]=1[CH3:30]. The yield is 0.630. (3) The reactants are B([CH:2]1[CH2:7][CH2:6][CH2:5][CH2:4][CH2:3]1)[CH:2]1[CH2:7][CH2:6][CH2:5][CH2:4][CH2:3]1.C#CCCCC.[Zn](CC)CC.[CH:25](=[O:29])[CH:26]([CH3:28])[CH3:27].CC([O:33]C([C@H](O)[C@@H](O)C(OC(C)C)=O)=O)C. The catalyst is CC(O[Ti](OC(C)C)(OC(C)C)OC(C)C)C. The product is [CH2:2]([CH:7]1[O:33][CH:6]1[CH:25]([OH:29])[CH:26]([CH3:28])[CH3:27])[CH2:3][CH2:4][CH3:5]. The yield is 0.770. (4) The reactants are [Cl-].O[NH3+:3].[C:4](=[O:7])([O-])[OH:5].[Na+].CS(C)=O.[CH2:13]([C:15]1[N:16]([C:40]2[CH:45]=[CH:44][C:43]([O:46][CH2:47][C:48]([O:51][CH3:52])([CH3:50])[CH3:49])=[CH:42][CH:41]=2)[C:17](=[O:39])[C:18]([CH2:24][C:25]2[CH:30]=[CH:29][C:28]([C:31]3[C:32]([C:37]#[N:38])=[CH:33][CH:34]=[CH:35][CH:36]=3)=[CH:27][CH:26]=2)=[C:19]([CH2:21][CH2:22][CH3:23])[N:20]=1)[CH3:14]. The catalyst is O. The product is [CH2:13]([C:15]1[N:16]([C:40]2[CH:45]=[CH:44][C:43]([O:46][CH2:47][C:48]([O:51][CH3:52])([CH3:50])[CH3:49])=[CH:42][CH:41]=2)[C:17](=[O:39])[C:18]([CH2:24][C:25]2[CH:26]=[CH:27][C:28]([C:31]3[CH:36]=[CH:35][CH:34]=[CH:33][C:32]=3[C:37]3[NH:3][C:4](=[O:7])[O:5][N:38]=3)=[CH:29][CH:30]=2)=[C:19]([CH2:21][CH2:22][CH3:23])[N:20]=1)[CH3:14]. The yield is 0.430. (5) The yield is 0.560. The reactants are [Br:1][C:2]1[CH:3]=[N:4][C:5]([C:8]([OH:10])=[O:9])=[N:6][CH:7]=1.[C:11]1([CH3:21])[CH:16]=CC(S(Cl)(=O)=O)=C[CH:12]=1. The product is [C:11]([O:9][C:8]([C:5]1[N:6]=[CH:7][C:2]([Br:1])=[CH:3][N:4]=1)=[O:10])([CH3:21])([CH3:16])[CH3:12]. The catalyst is CC(O)(C)C.N1C=CC=CC=1. (6) The reactants are [C:1]([CH2:3][C:4]([O:6][CH3:7])=[O:5])#[N:2].[CH3:8][C:9]1([CH3:16])[O:13][CH:12](CO)[CH2:11][O:10]1. The catalyst is CN(C1C=CN=CC=1)C. The product is [C:1]([CH2:3][C:4]([O:6][CH2:7][CH:11]1[CH2:12][O:13][C:9]([CH3:16])([CH3:8])[O:10]1)=[O:5])#[N:2]. The yield is 0.230.